Predict which catalyst facilitates the given reaction. From a dataset of Catalyst prediction with 721,799 reactions and 888 catalyst types from USPTO. (1) Reactant: [C:1]([O:5][C:6]([N:8]1[CH2:13][CH:12]2[CH:10]([O:11]2)[CH2:9]1)=[O:7])([CH3:4])([CH3:3])[CH3:2].[CH3:14][O-:15].[Na+]. Product: [C:1]([O:5][C:6]([N:8]1[CH2:9][C@@H:10]([O:15][CH3:14])[C@H:12]([OH:11])[CH2:13]1)=[O:7])([CH3:2])([CH3:3])[CH3:4]. The catalyst class is: 5. (2) Reactant: [C:1]1(=[CH:4][C:5]([O:7][Si:8]([CH3:11])([CH3:10])[CH3:9])=[CH2:6])[CH2:3][CH2:2]1.[N+:12]([C:15]1[CH:22]=[N:21][CH:20]=[CH:19][C:16]=1[CH:17]=[O:18])([O-:14])=[O:13].C[C:24](C)(C)/[C:25](/[OH:39])=[CH:26]/[C:27]([C:29]([C:32](C(F)(F)F)(F)F)(F)F)=O.C[C:24](C)(C)/[C:25](/[OH:39])=[CH:26]/[C:27]([C:29]([C:32](C(F)(F)F)(F)F)(F)F)=O.C[C:24](C)(C)/[C:25](/[OH:39])=[CH:26]/[C:27]([C:29]([C:32](C(F)(F)F)(F)F)(F)F)=O.[Eu]. Product: [N+:12]([C:15]1[CH:22]=[N:21][CH:20]=[CH:19][C:16]=1[CH:17]1[CH2:6][C:5]([O:7][Si:8]([CH3:9])([CH3:11])[CH3:10])=[CH:4][C:1]2([CH2:2][CH2:3]2)[O:18]1)([O-:14])=[O:13].[N+:12]([C:15]1[CH:22]=[N:21][CH:20]=[CH:19][C:16]=1[CH:17]1[CH2:24][C:25](=[O:39])[CH2:26][C:27]2([CH2:29][CH2:32]2)[O:18]1)([O-:14])=[O:13]. The catalyst class is: 22. (3) Reactant: [N:1]1([CH2:8][CH2:9][CH2:10][OH:11])[CH2:7][CH2:6][CH2:5][CH2:4][CH2:3][CH2:2]1.O[C:13]1[CH:18]=[CH:17][C:16]([CH:19]([CH3:25])C(OCC)=O)=[CH:15][CH:14]=1.C1(P(C2C=CC=CC=2)C2C=CC=CC=2)C=CC=CC=1.N([C:47]([O:49][CH:50](C)[CH3:51])=[O:48])=N[C:47]([O:49][CH:50](C)[CH3:51])=[O:48]. Product: [N:1]1([CH2:8][CH2:9][CH2:10][O:11][C:13]2[CH:14]=[CH:15][C:16]([CH2:19][CH2:25][C:47]([O:49][CH2:50][CH3:51])=[O:48])=[CH:17][CH:18]=2)[CH2:7][CH2:6][CH2:5][CH2:4][CH2:3][CH2:2]1. The catalyst class is: 36. (4) The catalyst class is: 25. Product: [N+:9]([C:12]1[CH:13]=[C:14]([CH:15]=[C:16]([C:18]([F:19])([F:20])[F:21])[CH:17]=1)[O:22][CH2:2][CH2:3][N:4]1[CH2:8][CH2:7][CH2:6][CH2:5]1)([O-:11])=[O:10]. Reactant: Cl[CH2:2][CH2:3][N:4]1[CH2:8][CH2:7][CH2:6][CH2:5]1.[N+:9]([C:12]1[CH:13]=[C:14]([OH:22])[CH:15]=[C:16]([C:18]([F:21])([F:20])[F:19])[CH:17]=1)([O-:11])=[O:10].C([O-])([O-])=O.[Cs+].[Cs+].CN(C=O)C.